Dataset: Full USPTO retrosynthesis dataset with 1.9M reactions from patents (1976-2016). Task: Predict the reactants needed to synthesize the given product. (1) Given the product [F:20][C:14]1[C:15]([NH:31][C@H:32]2[CH2:37][CH2:36][CH2:35][C@@H:34]([NH:38][C:39](=[O:45])[O:40][C:41]([CH3:43])([CH3:42])[CH3:44])[CH2:33]2)=[N:16][C:11]([C:10]2[C:4]3[C:5](=[N:6][CH:7]=[C:2]([F:1])[CH:3]=3)[N:8]([S:21]([C:24]3[CH:29]=[CH:28][C:27]([CH3:30])=[CH:26][CH:25]=3)(=[O:23])=[O:22])[CH:9]=2)=[N:12][CH:13]=1, predict the reactants needed to synthesize it. The reactants are: [F:1][C:2]1[CH:3]=[C:4]2[C:10]([C:11]3[N:16]=[C:15](S(C)=O)[C:14]([F:20])=[CH:13][N:12]=3)=[CH:9][N:8]([S:21]([C:24]3[CH:29]=[CH:28][C:27]([CH3:30])=[CH:26][CH:25]=3)(=[O:23])=[O:22])[C:5]2=[N:6][CH:7]=1.[NH2:31][C@H:32]1[CH2:37][CH2:36][CH2:35][C@@H:34]([NH:38][C:39](=[O:45])[O:40][C:41]([CH3:44])([CH3:43])[CH3:42])[CH2:33]1. (2) Given the product [CH3:1][O:2][C:3](=[O:18])[C:4]1[CH:9]=[CH:8][C:7]([N+:10]([O-:12])=[O:11])=[C:6]([CH:13]=[O:22])[CH:5]=1, predict the reactants needed to synthesize it. The reactants are: [CH3:1][O:2][C:3](=[O:18])[C:4]1[CH:9]=[CH:8][C:7]([N+:10]([O-:12])=[O:11])=[C:6](/[CH:13]=C/N(C)C)[CH:5]=1.C1C[O:22]CC1.O. (3) The reactants are: [CH3:1][C:2]1[CH:17]=[CH:16][CH:15]=[C:14]([CH3:18])[C:3]=1[CH2:4][O:5][C:6]1[CH:7]=[C:8]([CH:11]=[CH:12][CH:13]=1)[C:9]#[N:10].[N-:19]=[N+:20]=[N-:21].[Na+].[Cl-].[NH4+]. Given the product [CH3:1][C:2]1[CH:17]=[CH:16][CH:15]=[C:14]([CH3:18])[C:3]=1[CH2:4][O:5][C:6]1[CH:7]=[C:8]([C:9]2[NH:21][N:20]=[N:19][N:10]=2)[CH:11]=[CH:12][CH:13]=1, predict the reactants needed to synthesize it. (4) Given the product [CH3:33][O:32][C:29]1[CH:28]=[CH:27][C:26]([CH2:25][NH:24][C:20]2[C:19]3[N:18]([N:17]=[C:16]([NH:14][C:11]4[CH:12]=[CH:13][C:8]([N:5]5[CH2:4][CH2:3][N:2]([CH3:1])[CH2:7][CH2:6]5)=[CH:9][CH:10]=4)[N:34]=3)[CH:23]=[CH:22][CH:21]=2)=[CH:31][CH:30]=1, predict the reactants needed to synthesize it. The reactants are: [CH3:1][N:2]1[CH2:7][CH2:6][N:5]([C:8]2[CH:13]=[CH:12][C:11]([NH2:14])=[CH:10][CH:9]=2)[CH2:4][CH2:3]1.Cl[C:16]1[N:34]=[C:19]2[C:20]([NH:24][CH2:25][C:26]3[CH:31]=[CH:30][C:29]([O:32][CH3:33])=[CH:28][CH:27]=3)=[CH:21][CH:22]=[CH:23][N:18]2[N:17]=1.